Dataset: Full USPTO retrosynthesis dataset with 1.9M reactions from patents (1976-2016). Task: Predict the reactants needed to synthesize the given product. (1) Given the product [C:26]([NH:30][S:31]([C:34]1[CH:39]=[CH:38][CH:37]=[C:36]([C:40]2[N:41]=[C:42]([C:6]3[CH:5]=[C:4]([C:16]4[CH:17]=[N:18][C:19]([C:22]([F:23])([F:24])[F:25])=[CH:20][CH:21]=4)[CH:3]=[C:2]([CH3:1])[N:7]=3)[CH:43]=[CH:44][CH:45]=2)[CH:35]=1)(=[O:32])=[O:33])([CH3:29])([CH3:27])[CH3:28], predict the reactants needed to synthesize it. The reactants are: [CH3:1][C:2]1[N:7]=[C:6](OS(C(F)(F)F)(=O)=O)[CH:5]=[C:4]([C:16]2[CH:17]=[N:18][C:19]([C:22]([F:25])([F:24])[F:23])=[CH:20][CH:21]=2)[CH:3]=1.[C:26]([NH:30][S:31]([C:34]1[CH:39]=[CH:38][CH:37]=[C:36]([C:40]2[CH:45]=[CH:44][CH:43]=[C:42]([Sn](CCCC)(CCCC)CCCC)[N:41]=2)[CH:35]=1)(=[O:33])=[O:32])([CH3:29])([CH3:28])[CH3:27]. (2) Given the product [CH3:1][O:2][C:3]1[CH:4]=[CH:5][C:6]([P:9]([C:12]2[CH:17]=[CH:16][C:15]([O:18][CH3:19])=[CH:14][CH:13]=2)(=[O:10])[O-:11])=[CH:7][CH:8]=1.[CH2:34]([N+:25]([CH2:21][CH2:22][CH2:23][CH3:24])([CH2:26][CH2:27][CH2:28][CH3:29])[CH2:30][CH2:31][CH2:32][CH3:33])[CH2:35][CH2:36][CH3:37], predict the reactants needed to synthesize it. The reactants are: [CH3:1][O:2][C:3]1[CH:8]=[CH:7][C:6]([P:9]([C:12]2[CH:17]=[CH:16][C:15]([O:18][CH3:19])=[CH:14][CH:13]=2)(=[O:11])[OH:10])=[CH:5][CH:4]=1.[OH-].[CH2:21]([N+:25]([CH2:34][CH2:35][CH2:36][CH3:37])([CH2:30][CH2:31][CH2:32][CH3:33])[CH2:26][CH2:27][CH2:28][CH3:29])[CH2:22][CH2:23][CH3:24].CC(O)C.